Task: Predict the reactants needed to synthesize the given product.. Dataset: Full USPTO retrosynthesis dataset with 1.9M reactions from patents (1976-2016) (1) Given the product [CH2:2]([C:4]12[CH2:27][CH2:26][C:28](=[O:29])[CH:30]=[C:5]1[CH2:6][CH2:7][CH2:8][C:9]1[CH:17]=[C:16]3[C:12](=[CH:11][C:10]=12)[CH:13]=[N:14][N:15]3[C:18]1[CH:19]=[CH:20][C:21]([F:24])=[CH:22][CH:23]=1)[CH3:3], predict the reactants needed to synthesize it. The reactants are: [Na].[CH2:2]([CH:4]1[C:10]2[CH:11]=[C:12]3[C:16](=[CH:17][C:9]=2[CH2:8][CH2:7][CH2:6][C:5]1=O)[N:15]([C:18]1[CH:23]=[CH:22][C:21]([F:24])=[CH:20][CH:19]=1)[N:14]=[CH:13]3)[CH3:3].[CH:26]([C:28]([CH3:30])=[O:29])=[CH2:27]. (2) Given the product [Cl:1][C:2]1[CH:23]=[C:22]([Cl:24])[CH:21]=[CH:20][C:3]=1[O:4][C:5]1[CH:10]=[CH:9][CH:8]=[CH:7][C:6]=1[NH:11][C:12]([CH:14]1[CH2:19][CH2:18][N:17]([S:33]([CH3:32])(=[O:35])=[O:34])[CH2:16][CH2:15]1)=[O:13], predict the reactants needed to synthesize it. The reactants are: [Cl:1][C:2]1[CH:23]=[C:22]([Cl:24])[CH:21]=[CH:20][C:3]=1[O:4][C:5]1[CH:10]=[CH:9][CH:8]=[CH:7][C:6]=1[NH:11][C:12]([CH:14]1[CH2:19][CH2:18][NH:17][CH2:16][CH2:15]1)=[O:13].C(N(CC)CC)C.[CH3:32][S:33](Cl)(=[O:35])=[O:34]. (3) Given the product [O:6]1[CH2:7][CH2:8][CH2:9][CH2:10][CH:5]1[O:4][CH2:1][C:2]#[C:3][C:12]1[CH:13]=[CH:14][C:15]([NH2:18])=[N:16][CH:17]=1, predict the reactants needed to synthesize it. The reactants are: [CH2:1]([O:4][CH:5]1[CH2:10][CH2:9][CH2:8][CH2:7][O:6]1)[C:2]#[CH:3].I[C:12]1[CH:13]=[CH:14][C:15]([NH2:18])=[N:16][CH:17]=1.O.C(Cl)Cl. (4) Given the product [CH3:21][C:20]1[CH:19]=[CH:18][C:17]([C:22]([NH:24][C:25]2[CH:30]=[CH:29][CH:28]=[C:27]([C:31]([F:33])([F:32])[F:34])[CH:26]=2)=[O:23])=[CH:16][C:15]=1[C:12]1[CH:13]=[C:14]2[C:9](=[CH:10][CH:11]=1)[NH:8][C:3]1[N:4]=[CH:5][N:6]=[CH:7][C:2]2=1, predict the reactants needed to synthesize it. The reactants are: I[C:2]1[C:3]([NH:8][C:9]2[CH:14]=[CH:13][C:12]([C:15]3[C:20]([CH3:21])=[CH:19][CH:18]=[C:17]([C:22]([NH:24][C:25]4[CH:30]=[CH:29][CH:28]=[C:27]([C:31]([F:34])([F:33])[F:32])[CH:26]=4)=[O:23])[CH:16]=3)=[CH:11][CH:10]=2)=[N:4][CH:5]=[N:6][CH:7]=1.C1(C)C=CC=CC=1P(C1C=CC=CC=1C)C1C=CC=CC=1C.C([O-])(=O)C.[Na+].CN(C=O)C. (5) The reactants are: C([O:3][C:4](=[O:30])[CH2:5][CH2:6][C:7]1[N:8]=[C:9]([NH:12][C:13]([NH:15][C:16]2[CH:21]=[CH:20][C:19]([CH3:22])=[CH:18][C:17]=2[C:23]([CH:25]2[CH2:29][CH2:28][CH2:27][CH2:26]2)=[O:24])=[O:14])[S:10][CH:11]=1)C.[Li+].[OH-]. Given the product [CH:25]1([C:23]([C:17]2[CH:18]=[C:19]([CH3:22])[CH:20]=[CH:21][C:16]=2[NH:15][C:13](=[O:14])[NH:12][C:9]2[S:10][CH:11]=[C:7]([CH2:6][CH2:5][C:4]([OH:30])=[O:3])[N:8]=2)=[O:24])[CH2:29][CH2:28][CH2:27][CH2:26]1, predict the reactants needed to synthesize it. (6) Given the product [Br:19][C:17]1[CH:16]=[CH:15][C:13]2[CH2:14][N:8]([C:37]([O:39][C:40]([CH3:41])([CH3:42])[CH3:43])=[O:38])[CH2:9][CH2:10][O:11][C:12]=2[CH:18]=1, predict the reactants needed to synthesize it. The reactants are: C([N:8]1[CH2:14][C:13]2[CH:15]=[CH:16][C:17]([Br:19])=[CH:18][C:12]=2[O:11][CH2:10][CH2:9]1)C1C=CC=CC=1.ClC(OC(Cl)C)=O.[OH-].[Na+].[C:40]([O:39][C:37](O[C:37]([O:39][C:40]([CH3:43])([CH3:42])[CH3:41])=[O:38])=[O:38])([CH3:43])([CH3:42])[CH3:41]. (7) The reactants are: [NH:1]1[CH2:6][CH2:5][O:4][CH2:3][CH2:2]1.C(N(C(C)C)CC)(C)C.[CH:16]1([CH2:22][N:23]2[C:27]3[CH:28]=[CH:29][C:30]([C:32](O)=[O:33])=[CH:31][C:26]=3[N:25]=[C:24]2[C:35]([CH3:39])([CH3:38])[CH2:36][CH3:37])[CH2:21][CH2:20][CH2:19][CH2:18][CH2:17]1.CN(C(ON1N=NC2C=CC=NC1=2)=[N+](C)C)C.F[P-](F)(F)(F)(F)F. Given the product [CH:16]1([CH2:22][N:23]2[C:27]3[CH:28]=[CH:29][C:30]([C:32]([N:1]4[CH2:6][CH2:5][O:4][CH2:3][CH2:2]4)=[O:33])=[CH:31][C:26]=3[N:25]=[C:24]2[C:35]([CH3:38])([CH3:39])[CH2:36][CH3:37])[CH2:17][CH2:18][CH2:19][CH2:20][CH2:21]1, predict the reactants needed to synthesize it. (8) Given the product [CH2:43]([O:45][CH2:46][C:9]1[C:14]([CH3:15])=[C:13]([C:16]2[CH:17]=[C:18]3[C:22](=[CH:23][CH:24]=2)[N:21]([CH:25]2[CH2:30][CH2:29][CH2:28][CH2:27][O:26]2)[N:20]=[C:19]3[C:31]2[NH:32][C:33]3[CH2:39][CH2:38][CH2:37][CH2:36][C:34]=3[N:35]=2)[CH:12]=[N:11][CH:10]=1)[CH3:44], predict the reactants needed to synthesize it. The reactants are: C(OC(=O)N(CC)C[C:9]1[CH:10]=[N:11][CH:12]=[C:13]([C:16]2[CH:17]=[C:18]3[C:22](=[CH:23][CH:24]=2)[N:21]([CH:25]2[CH2:30][CH2:29][CH2:28][CH2:27][O:26]2)[N:20]=[C:19]3[C:31]2[NH:35][C:34]3[CH2:36][CH2:37][CH2:38][CH2:39][C:33]=3[N:32]=2)[C:14]=1[CH3:15])(C)(C)C.[CH2:43]([O:45][CH2:46]C1C(C)=C(C2C=C3C(=CC=2)N([CH:43]2[CH2:44]CC[CH2:46][O:45]2)N=C3C=O)C=NC=1)[CH3:44].C1(=O)CCCCC1=O.C([O-])(=O)C.[NH4+]. (9) Given the product [N:39]1[CH:40]=[CH:41][CH:42]=[CH:43][C:38]=1[CH:36]1[O:28][N:27]=[C:26]([C:25]2[N:17]=[C:16]([CH:13]3[CH2:14][CH2:15][N:10]([C:8](=[O:9])[CH2:7][N:6]4[C:2]([CH3:1])=[CH:3][C:4]([C:19]([F:22])([F:20])[F:21])=[N:5]4)[CH2:11][CH2:12]3)[S:18][CH:24]=2)[CH2:37]1, predict the reactants needed to synthesize it. The reactants are: [CH3:1][C:2]1[N:6]([CH2:7][C:8]([N:10]2[CH2:15][CH2:14][CH:13]([C:16](=[S:18])[NH2:17])[CH2:12][CH2:11]2)=[O:9])[N:5]=[C:4]([C:19]([F:22])([F:21])[F:20])[CH:3]=1.Cl[CH2:24][C:25](=O)[C:26](Cl)=[N:27][OH:28].C(=O)(O)[O-].[Na+].[CH:36]([C:38]1[CH:43]=[CH:42][CH:41]=[CH:40][N:39]=1)=[CH2:37]. (10) Given the product [F:39][C:40]([F:48])([F:47])[CH2:41][CH2:42][S:43]([O:20][C:17]1[CH:16]=[CH:15][C:14]([C:13]2[N:9]([C:3]3[CH:4]=[CH:5][C:6]([Cl:8])=[CH:7][C:2]=3[Cl:1])[N:10]=[C:11]([C:22]([NH:24][C:25]3[CH:30]=[CH:29][C:28]([CH3:31])=[CH:27][N:26]=3)=[O:23])[C:12]=2[CH3:21])=[CH:19][CH:18]=1)(=[O:45])=[O:44], predict the reactants needed to synthesize it. The reactants are: [Cl:1][C:2]1[CH:7]=[C:6]([Cl:8])[CH:5]=[CH:4][C:3]=1[N:9]1[C:13]([C:14]2[CH:19]=[CH:18][C:17]([OH:20])=[CH:16][CH:15]=2)=[C:12]([CH3:21])[C:11]([C:22]([NH:24][C:25]2[CH:30]=[CH:29][C:28]([CH3:31])=[CH:27][N:26]=2)=[O:23])=[N:10]1.C(N(CC)CC)C.[F:39][C:40]([F:48])([F:47])[CH2:41][CH2:42][S:43](Cl)(=[O:45])=[O:44].